From a dataset of Catalyst prediction with 721,799 reactions and 888 catalyst types from USPTO. Predict which catalyst facilitates the given reaction. (1) Reactant: [Cl:1][C:2]1[CH:3]=[N:4][CH:5]=[C:6]([Cl:10])[C:7]=1[CH2:8]Cl.[O:11]1[CH:15]=[CH:14][CH:13]=[C:12]1[C:16]1[N:31]=[C:19]2[N:20]=[C:21]([N:25]3[CH2:30][CH2:29][NH:28][CH2:27][CH2:26]3)[N:22]=[C:23]([NH2:24])[N:18]2[N:17]=1.CCN(CC)CC. Product: [Cl:1][C:2]1[CH:3]=[N:4][CH:5]=[C:6]([Cl:10])[C:7]=1[CH2:8][N:28]1[CH2:27][CH2:26][N:25]([C:21]2[N:22]=[C:23]([NH2:24])[N:18]3[N:17]=[C:16]([C:12]4[O:11][CH:15]=[CH:14][CH:13]=4)[N:31]=[C:19]3[N:20]=2)[CH2:30][CH2:29]1. The catalyst class is: 23. (2) Reactant: Cl.[OH:2][C:3]1[C:4](=[O:10])[CH:5]=[C:6]([CH3:9])[NH:7][CH:8]=1.C(=O)([O-])[O-].[K+].[K+].C(=O)=O.[F:20][C:21]([F:27])([F:26])[CH:22](OC)[OH:23]. Product: [OH:2][C:3]1[C:4](=[O:10])[CH:5]=[C:6]([CH3:9])[NH:7][C:8]=1[CH:22]([OH:23])[C:21]([F:27])([F:26])[F:20]. The catalyst class is: 211. (3) Reactant: [F:1][C:2]([F:24])([F:23])[C:3]1[N:8]=[C:7]([N:9]2[CH2:14][CH2:13][CH:12]([C:15]([N:17]3[CH2:21][CH2:20][C@H:19]([NH2:22])[CH2:18]3)=[O:16])[CH2:11][CH2:10]2)[CH:6]=[CH:5][CH:4]=1.[OH:25][C:26]1([C:33]2[CH:38]=[CH:37][C:36]([C:39]3[N:44]=[CH:43][CH:42]=[CH:41][N:40]=3)=[CH:35][N:34]=2)[CH2:31][CH2:30][C:29](=O)[CH2:28][CH2:27]1.C(O[BH-](OC(=O)C)OC(=O)C)(=O)C.[Na+].C(N(CC)CC)C. Product: [N:40]1[CH:41]=[CH:42][CH:43]=[N:44][C:39]=1[C:36]1[CH:37]=[CH:38][C:33]([C:26]2([OH:25])[CH2:31][CH2:30][CH:29]([NH:22][C@H:19]3[CH2:20][CH2:21][N:17]([C:15]([CH:12]4[CH2:11][CH2:10][N:9]([C:7]5[CH:6]=[CH:5][CH:4]=[C:3]([C:2]([F:1])([F:23])[F:24])[N:8]=5)[CH2:14][CH2:13]4)=[O:16])[CH2:18]3)[CH2:28][CH2:27]2)=[N:34][CH:35]=1. The catalyst class is: 4.